From a dataset of Catalyst prediction with 721,799 reactions and 888 catalyst types from USPTO. Predict which catalyst facilitates the given reaction. (1) Reactant: [F:1][C:2]1[CH:7]=[C:6]([C:8]2[CH:9]=[C:10]3[C:16]([C:17]4[C:18]([CH3:30])=[N:19][N:20]([CH2:22][C:23]5[CH:28]=[CH:27][CH:26]=[C:25]([F:29])[CH:24]=5)[CH:21]=4)=[CH:15][NH:14][C:11]3=[N:12][CH:13]=2)[CH:5]=[CH:4][C:3]=1[CH:31]1[CH2:36][CH2:35][N:34](C(OC(C)(C)C)=O)[CH2:33][CH2:32]1. Product: [F:1][C:2]1[CH:7]=[C:6]([C:8]2[CH:9]=[C:10]3[C:16]([C:17]4[C:18]([CH3:30])=[N:19][N:20]([CH2:22][C:23]5[CH:28]=[CH:27][CH:26]=[C:25]([F:29])[CH:24]=5)[CH:21]=4)=[CH:15][NH:14][C:11]3=[N:12][CH:13]=2)[CH:5]=[CH:4][C:3]=1[CH:31]1[CH2:36][CH2:35][NH:34][CH2:33][CH2:32]1. The catalyst class is: 137. (2) Reactant: C1(C(C2C=CC=CC=2)(C2C=CC=CC=2)[O:8][CH2:9][CH2:10][O:11][CH2:12][CH2:13][O:14][CH2:15][CH2:16][O:17][CH2:18][CH2:19][CH2:20][O:21][CH2:22][C:23]2[CH:28]=[CH:27][CH:26]=[CH:25][CH:24]=2)C=CC=CC=1.Cl.O. The catalyst class is: 61. Product: [C:23]1([CH2:22][O:21][CH2:20][CH2:19][CH2:18][O:17][CH2:16][CH2:15][O:14][CH2:13][CH2:12][O:11][CH2:10][CH2:9][OH:8])[CH:24]=[CH:25][CH:26]=[CH:27][CH:28]=1. (3) Reactant: Br[C:2]1[CH:3]=[C:4]([C:20]2[CH:25]=[CH:24][C:23]([C:26]([O:28][CH2:29][CH3:30])=[O:27])=[CH:22][CH:21]=2)[CH:5]=[CH:6][C:7]=1[O:8][CH2:9][CH2:10][CH2:11][O:12][Si:13]([C:16]([CH3:19])([CH3:18])[CH3:17])([CH3:15])[CH3:14].[CH2:31]([N:33]([CH2:45][CH3:46])[C:34]1[CH:39]=[CH:38][C:37](B(O)O)=[CH:36][C:35]=1[CH2:43][CH3:44])[CH3:32]. Product: [Si:13]([O:12][CH2:11][CH2:10][CH2:9][O:8][C:7]1[CH:6]=[CH:5][C:4]([C:20]2[CH:25]=[CH:24][C:23]([C:26]([O:28][CH2:29][CH3:30])=[O:27])=[CH:22][CH:21]=2)=[CH:3][C:2]=1[C:37]1[CH:38]=[CH:39][C:34]([N:33]([CH2:45][CH3:46])[CH2:31][CH3:32])=[C:35]([CH2:43][CH3:44])[CH:36]=1)([C:16]([CH3:19])([CH3:18])[CH3:17])([CH3:15])[CH3:14]. The catalyst class is: 73. (4) Reactant: [CH:1]1([CH2:7][CH2:8][CH2:9][C@@H:10]([C:15]2[O:19][N:18]=[C:17]([C:20]([N:22]3[CH2:27][CH2:26][CH:25]([C:28]4[CH:33]=[CH:32][N:31]=[CH:30][CH:29]=4)[CH2:24][CH2:23]3)=[O:21])[N:16]=2)[CH2:11][C:12](O)=[O:13])[CH2:6][CH2:5][CH2:4][CH2:3][CH2:2]1.CN1CCOCC1.ClC(OCC(C)C)=O.Cl.[NH2:50][OH:51]. Product: [CH:1]1([CH2:7][CH2:8][CH2:9][C@@H:10]([C:15]2[O:19][N:18]=[C:17]([C:20]([N:22]3[CH2:27][CH2:26][CH:25]([C:28]4[CH:29]=[CH:30][N:31]=[CH:32][CH:33]=4)[CH2:24][CH2:23]3)=[O:21])[N:16]=2)[CH2:11][C:12]([NH:50][OH:51])=[O:13])[CH2:6][CH2:5][CH2:4][CH2:3][CH2:2]1. The catalyst class is: 9. (5) Reactant: [OH:1][C@H:2]([CH2:35][OH:36])[CH2:3][NH:4][C:5]([C:7]1[NH:8][C:9]([C:12]2[CH:17]=[C:16]([O:18][C:19]3[CH:24]=[CH:23][C:22]([S:25]([CH3:28])(=[O:27])=[O:26])=[CH:21][CH:20]=3)[CH:15]=[C:14]([O:29][C@@H:30]([CH3:34])[CH2:31][O:32][CH3:33])[CH:13]=2)=[CH:10][CH:11]=1)=[O:6].[CH:37]([Si:40](Cl)([CH:44]([CH3:46])[CH3:45])[CH:41]([CH3:43])[CH3:42])([CH3:39])[CH3:38].C(N(CC)CC)C.O. Product: [OH:1][C@H:2]([CH2:35][O:36][Si:40]([CH:44]([CH3:46])[CH3:45])([CH:41]([CH3:43])[CH3:42])[CH:37]([CH3:39])[CH3:38])[CH2:3][NH:4][C:5]([C:7]1[NH:8][C:9]([C:12]2[CH:17]=[C:16]([O:18][C:19]3[CH:20]=[CH:21][C:22]([S:25]([CH3:28])(=[O:26])=[O:27])=[CH:23][CH:24]=3)[CH:15]=[C:14]([O:29][C@@H:30]([CH3:34])[CH2:31][O:32][CH3:33])[CH:13]=2)=[CH:10][CH:11]=1)=[O:6]. The catalyst class is: 112.